Dataset: Catalyst prediction with 721,799 reactions and 888 catalyst types from USPTO. Task: Predict which catalyst facilitates the given reaction. Reactant: [Br:1][C:2]1[CH:11]=[CH:10][C:5]([C:6]([O:8]C)=O)=[C:4]([N:12]=[C:13]=[S:14])[CH:3]=1.[NH2:15][CH:16]1[CH2:24][C:23]2[C:18](=[CH:19][CH:20]=[CH:21][CH:22]=2)[CH2:17]1.CC(C)([O-])C.[K+].O. Product: [Br:1][C:2]1[CH:3]=[C:4]2[C:5]([C:6](=[O:8])[N:15]([CH:16]3[CH2:24][C:23]4[C:18](=[CH:19][CH:20]=[CH:21][CH:22]=4)[CH2:17]3)[C:13](=[S:14])[NH:12]2)=[CH:10][CH:11]=1. The catalyst class is: 3.